This data is from Full USPTO retrosynthesis dataset with 1.9M reactions from patents (1976-2016). The task is: Predict the reactants needed to synthesize the given product. (1) The reactants are: N1C=CN=C1.[I:6]I.C1(P(C2C=CC=CC=2)C2C=CC=CC=2)C=CC=CC=1.[O:27]([CH2:45][C@H:46]([CH3:49])[CH2:47]O)[Si:28]([C:41]([CH3:44])([CH3:43])[CH3:42])([C:35]1[CH:40]=[CH:39][CH:38]=[CH:37][CH:36]=1)[C:29]1[CH:34]=[CH:33][CH:32]=[CH:31][CH:30]=1. Given the product [O:27]([CH2:45][C@H:46]([CH3:49])[CH2:47][I:6])[Si:28]([C:41]([CH3:44])([CH3:43])[CH3:42])([C:35]1[CH:40]=[CH:39][CH:38]=[CH:37][CH:36]=1)[C:29]1[CH:34]=[CH:33][CH:32]=[CH:31][CH:30]=1, predict the reactants needed to synthesize it. (2) Given the product [C:21]([C:23]1[CH:32]=[CH:31][C:30]([CH:28]([C:5]2[CH:6]=[CH:7][C:2]([F:1])=[CH:3][CH:4]=2)[OH:29])=[C:25]([CH2:26][OH:27])[CH:24]=1)#[N:22], predict the reactants needed to synthesize it. The reactants are: [F:1][C:2]1[CH:7]=[CH:6][C:5]([Mg]Br)=[CH:4][CH:3]=1.FC1C=CC(Br)=CC=1.[Mg].II.[C:21]([C:23]1[CH:24]=[C:25]2[C:30](=[CH:31][CH:32]=1)[C:28](=[O:29])[O:27][CH2:26]2)#[N:22].[BH4-].[Na+]. (3) Given the product [CH3:8][O:9][C:13]1[N:18]=[C:17]2[N:19]([C@H:23]([C:25]3[CH:30]=[CH:29][CH:28]=[CH:27][CH:26]=3)[CH3:24])[C:20]([OH:22])=[N:21][C:16]2=[N:15][CH:14]=1, predict the reactants needed to synthesize it. The reactants are: CO.CN1[C:8](=[O:9])CCC1.[H-].[Na+].Br[C:13]1[N:18]=[C:17]2[N:19]([C@H:23]([C:25]3[CH:30]=[CH:29][CH:28]=[CH:27][CH:26]=3)[CH3:24])[C:20]([OH:22])=[N:21][C:16]2=[N:15][CH:14]=1. (4) Given the product [C:38]1([C:21]2([CH:22]=[CH:4][CH:3]=[CH:2][CH2:23]2)[CH2:24][N:25]2[C:37]3[C:32](=[CH:33][CH:34]=[CH:35][CH:36]=3)[CH2:31][CH2:30]2)[CH:43]=[CH:42][CH:41]=[CH:40][CH:39]=1, predict the reactants needed to synthesize it. The reactants are: [SnH](CCCC)(CCCC)[CH2:2][CH2:3][CH2:4]C.[CH3:22][C:21](N=N[C:21]([C:24]#[N:25])([CH3:23])[CH3:22])([C:24]#[N:25])[CH3:23].C(Cl)Cl.N1[C:37]2[C:32](=[CH:33][CH:34]=[CH:35][CH:36]=2)[CH2:31][CH2:30]1.[CH:38]1[CH:43]=[CH:42][CH:41]=[CH:40][CH:39]=1.